Task: Binary Classification. Given a miRNA mature sequence and a target amino acid sequence, predict their likelihood of interaction.. Dataset: Experimentally validated miRNA-target interactions with 360,000+ pairs, plus equal number of negative samples (1) The miRNA is mmu-miR-3473d with sequence CCACUGAGCCACUUUCCAGCCCUU. The protein sequence of the target gene is MSFGSEHYLCSASSYRKVFGDSSRLSARLSGPGGSGSFRSQSLSRSNVASTAACSSASSLGLGLAYRRLPASDGLDLSQAAARTNEYKIIRTNEKEQLQGLNDRFAVFIEKVHQLETQNRALEAELAALRQRHAEPSRVGELFQRELRELRAQLEEASSARAQALLERDGLAEEVQRLRARCEEESRGREGAERALKAQQRDVDGATLARLDLEKKVESLLDELAFVRQVHDEEVAELLATLQASSQAAAEVDVAVAKPDLTSALREIRAQYESLAAKNLQSAEEWYKSKFANLNEQAAR.... Result: 0 (no interaction). (2) The miRNA is hsa-miR-520d-5p with sequence CUACAAAGGGAAGCCCUUUC. The protein sequence of the target gene is MAESHLLQWLLLLLPTLCGPGTAAWTTSSLACAQGPEFWCQSLEQALQCRALGHCLQEVWGHVGADDLCQECEDIVHILNKMAKEAIFQDTMRKFLEQECNVLPLKLLMPQCNQVLDDYFPLVIDYFQNQTDSNGICMHLGLCKSRQPEPEQEPGMSDPLPKPLRDPLPDPLLDKLVLPVLPGALQARPGPHTQDLSEQQFPIPLPYCWLCRALIKRIQAMIPKGALAVAVAQVCRVVPLVAGGICQCLAERYSVILLDTLLGRMLPQLVCRLVLRCSMDDSAGPRSPTGEWLPRDSECH.... Result: 1 (interaction). (3) Result: 1 (interaction). The miRNA is hsa-miR-6779-5p with sequence CUGGGAGGGGCUGGGUUUGGC. The protein sequence of the target gene is MLSRPKPGESEVDLLHFQSQFLAAGAAPAVQLVKKGNRGGGDANSDRPPLQDHRDVVMLDNLPDLPPALVPSPPKRARPSPGHCLPEDEDPEERLRRHDQHITAVLTKIIERDTSSVAVNLPVPSGVAFPAVFLRSRDTQGKSATSGKRSIFAQEIAARRIAEAKGPSVGEVVPNVGPPEGAVTCETPTPRNQGCQLPGSSHSFQGPNLVTGKGLRDQEAEQEAQTIHEENIARLQAMAPEEILQEQQRLLAQLDPSLVAFLRSHSHTQEQTGETASEEQRPGGPSANVTKEEPLMSAFA.... (4) Result: 0 (no interaction). The miRNA is hsa-miR-140-5p with sequence CAGUGGUUUUACCCUAUGGUAG. The protein sequence of the target gene is METYAEVGKEGKPSCASVDLQGDSSLQVEISDAVSERDKVKFTVQTKSCLPHFAQTEFSVVRQHEEFIWLHDAYVENEEYAGLIIPPAPPRPDFEASREKLQKLGEGDSSVTREEFAKMKQELEAEYLAIFKKTVAMHEVFLQRLAAHPTLRRDHNFFVFLEYGQDLSVRGKNRKELLGGFLRNIVKSADEALITGMSGLKEVDDFFEHERTFLLEYHTRIRDACLRADRVMRAHKCLADDYIPISAALSSLGTQEVNQLRTSFLKLAELFERLRKLEGRVASDEDLKLSDMLRYYMRDS.... (5) The miRNA is cel-miR-234-3p with sequence UUAUUGCUCGAGAAUACCCUU. The protein sequence of the target gene is MPAPGQGPRGPLLSMPGRRGALREPADFGSSLGAVLALLLLLLPACCPVRAQNDTEPIVLEGKCLVVCDSSPSGDGAVTSSLGISVRSGSAKVAFSATRSTNHEPSEMSNRTMTIYFDQVLVNIGNHFDLASSIFVAPRKGIYSFSFHVVKVYNRQTIQVSLMQNGYPVISAFAGDQDVTREAASNGVLLLMEREDKVHLKLERGNLMGGWKYSTFSGFLVFPL. Result: 0 (no interaction). (6) The miRNA is mmu-miR-433-3p with sequence AUCAUGAUGGGCUCCUCGGUGU. The protein sequence of the target gene is MAADTRAKAVTLDLRRRLLSSSCRLFFPEDPVKIIRGQGQYLYDEQGREYLDCINNVAHVGHCHPTVVQAAHEQNLVLNTNSRYLHDNIVDYAQRLSETLPEQLSVFYFLNSGSEANDLALRLARQYTGHQDVVVLDHAYHGHLSSLIDISPYKFRNLGGQKEWVHVAPLPDTYRGPYREDHPNPAEAYANEVKHVISSAQQKGRKIAAFFAESLPSVSGQIIPPAGYFSQVAEHIHRAGGLFVADEIQVGFGRIGKHFWAFQLEGEDFVPDIVTMGKSIGNGHPVACMATTQAVSRAFE.... Result: 0 (no interaction). (7) The miRNA is mmu-miR-466l-3p with sequence UAUAAAUACAUGCACACAUAUU. The protein sequence of the target gene is MGSKLTCCLGPSGGLNCDCCRPDVGPCHECEIPETVAATAPASTTAKPAKLDLKAKKAQLMQYLSLPKTPKMLKMSKGLDARSKRWLKIIWRRHGIWPLENIGPTEDVQASAHGGVEENMTSDIEIPEAKHDHRPTEDVQVSAHGGVEENITSDIEISEAKHDHHLVEDLSESLSVCLEDFMTSDLSESLSVSLEDFMTSGLSESLSVSLEDLMTPEMAKERYEDYLCWVKMARSRLNEPISSQVLGLLRL. Result: 0 (no interaction).